This data is from Forward reaction prediction with 1.9M reactions from USPTO patents (1976-2016). The task is: Predict the product of the given reaction. Given the reactants C(O[C:4](=[O:10])[C:5]([O:7][CH2:8][CH3:9])=[O:6])C.[CH3:11][C:12]([CH3:17])([CH3:16])[CH2:13][Mg]Cl, predict the reaction product. The product is: [CH2:8]([O:7][C:5](=[O:6])[C:4](=[O:10])[CH2:11][C:12]([CH3:17])([CH3:16])[CH3:13])[CH3:9].